This data is from Full USPTO retrosynthesis dataset with 1.9M reactions from patents (1976-2016). The task is: Predict the reactants needed to synthesize the given product. (1) Given the product [CH3:7][C:4]1[N:3]([CH2:8][C:9]([O:11][CH2:12][CH3:13])=[O:10])[C:2]([CH3:1])=[CH:6][C:5]=1[C:31](=[O:32])[C:30]1[CH:34]=[CH:35][CH:36]=[CH:37][C:29]=1[S:26]([N:23]1[CH2:22][CH2:21][O:20][CH2:25][CH2:24]1)(=[O:28])=[O:27], predict the reactants needed to synthesize it. The reactants are: [CH3:1][C:2]1[N:3]([CH2:8][C:9]([O:11][CH2:12][CH3:13])=[O:10])[C:4]([CH3:7])=[CH:5][CH:6]=1.[Cl-].C([Al+]CC)C.[O:20]1[CH2:25][CH2:24][N:23]([S:26]([C:29]2[CH:37]=[CH:36][CH:35]=[CH:34][C:30]=2[C:31](Cl)=[O:32])(=[O:28])=[O:27])[CH2:22][CH2:21]1. (2) Given the product [CH3:4][CH:3]([CH3:5])[CH2:2][CH2:1][O:30][C:15]1[CH:14]=[CH:13][C:26]2[NH:27][N:28]=[C:24]3[C:23]4[C:18](=[CH:19][CH:20]=[CH:21][CH:22]=4)[C:17](=[O:29])[C:16]=1[C:25]=23, predict the reactants needed to synthesize it. The reactants are: [CH2:1](Br)[CH2:2][CH:3]([CH3:5])[CH3:4].COCCOC[C:13]1[C:26]2[NH:27][N:28]=[C:24]3[C:25]=2[C:16]([C:17](=[O:29])[C:18]2[C:23]3=[CH:22][CH:21]=[CH:20][CH:19]=2)=[C:15]([OH:30])[CH:14]=1.C(=O)([O-])[O-].[K+].[K+].O.